This data is from Full USPTO retrosynthesis dataset with 1.9M reactions from patents (1976-2016). The task is: Predict the reactants needed to synthesize the given product. (1) The reactants are: [Cl:1][C:2]1[NH:7][C:6](=[O:8])[N:5]([CH3:9])[C:4](=[O:10])[CH:3]=1.[CH3:11][O:12][C:13]1[CH:20]=[CH:19][C:16]([CH2:17]Cl)=[CH:15][CH:14]=1.C([O-])([O-])=O.[K+].[K+].CC(N(C)C)=O. Given the product [Cl:1][C:2]1[N:7]([CH2:17][C:16]2[CH:19]=[CH:20][C:13]([O:12][CH3:11])=[CH:14][CH:15]=2)[C:6](=[O:8])[N:5]([CH3:9])[C:4](=[O:10])[CH:3]=1, predict the reactants needed to synthesize it. (2) Given the product [NH:8]1[C:16]2[C:11](=[CH:12][C:13]([NH:17][C:18]3[C:19]4[S:26][C:25]([C:27]5[CH:34]=[CH:33][C:30]([CH2:31][NH:1][CH2:2][CH2:3][NH:4][C:5](=[O:7])[CH3:6])=[CH:29][CH:28]=5)=[CH:24][C:20]=4[N:21]=[CH:22][N:23]=3)=[CH:14][CH:15]=2)[CH:10]=[CH:9]1, predict the reactants needed to synthesize it. The reactants are: [NH2:1][CH2:2][CH2:3][NH:4][C:5](=[O:7])[CH3:6].[NH:8]1[C:16]2[C:11](=[CH:12][C:13]([NH:17][C:18]3[C:19]4[S:26][C:25]([C:27]5[CH:34]=[CH:33][C:30]([CH:31]=O)=[CH:29][CH:28]=5)=[CH:24][C:20]=4[N:21]=[CH:22][N:23]=3)=[CH:14][CH:15]=2)[CH:10]=[CH:9]1. (3) The reactants are: [CH2:1]([O:5][C:6]([N:8]1[CH2:12][C@H:11]([S:13][CH2:14][C:15]2[CH:20]=[CH:19][C:18]([O:21][CH3:22])=[CH:17][CH:16]=2)[CH2:10][C@H:9]1[CH2:23][CH2:24][CH2:25]OS(C)(=O)=O)=[O:7])[CH2:2][CH2:3][CH3:4].[NH:31]1[CH:35]=[CH:34][CH:33]=[CH:32]1.[Na+].[I-].[H-].[Na+].[NH4+].[Cl-]. Given the product [CH2:1]([O:5][C:6]([N:8]1[CH2:12][C@H:11]([S:13][CH2:14][C:15]2[CH:16]=[CH:17][C:18]([O:21][CH3:22])=[CH:19][CH:20]=2)[CH2:10][C@H:9]1[CH2:23][CH2:24][CH2:25][N:31]1[CH:35]=[CH:34][CH:33]=[CH:32]1)=[O:7])[CH2:2][CH2:3][CH3:4], predict the reactants needed to synthesize it. (4) The reactants are: [C:1]([O:5][C:6]([NH:8][CH2:9][C:10]([OH:12])=O)=[O:7])([CH3:4])([CH3:3])[CH3:2].C(Cl)CCl.C1C=CC2N(O)N=NC=2C=1.[F:27][C:28]1[C:33]([F:34])=[CH:32][CH:31]=[C:30]([NH2:35])[C:29]=1[NH2:36].C(N(CC)C(C)C)(C)C. Given the product [NH2:36][C:29]1[C:28]([F:27])=[C:33]([F:34])[CH:32]=[CH:31][C:30]=1[NH:35][C:10](=[O:12])[CH2:9][NH:8][C:6](=[O:7])[O:5][C:1]([CH3:2])([CH3:3])[CH3:4], predict the reactants needed to synthesize it. (5) Given the product [CH2:17]([N:4]1[CH:5]=[C:6]([C:7]([O:9][CH3:10])=[O:8])[C:2]([CH3:1])=[N:3]1)[C:18]1[CH:23]=[CH:22][CH:21]=[CH:20][CH:19]=1, predict the reactants needed to synthesize it. The reactants are: [CH3:1][C:2]1[C:6]([C:7]([O:9][CH3:10])=[O:8])=[CH:5][NH:4][N:3]=1.C(=O)([O-])[O-].[K+].[K+].[CH2:17](Br)[C:18]1[CH:23]=[CH:22][CH:21]=[CH:20][CH:19]=1.O.